This data is from Reaction yield outcomes from USPTO patents with 853,638 reactions. The task is: Predict the reaction yield, written as a fraction of the theoretical maximum amount of product (1.0 means a 100% yield; for example, 0.34 means a 34% yield). (1) The reactants are [N:1]1([C:12](=[O:13])[C:11]2[N:10]([CH2:14][C:15]([OH:17])=O)[CH:9]=[N:8][C:7]=2[N:5]([CH3:6])[C:3]1=[O:4])[CH3:2].CCN(C(C)C)[CH:21]([CH3:23])[CH3:22].[NH2:27][C:28]1[CH:33]=[CH:32][CH:31]=[CH:30][CH:29]=1.CCN=C=NCCCN(C)C. The catalyst is CN(C=O)C.CN(C1C=CN=CC=1)C.C(Cl)Cl. The product is [CH3:2][N:1]1[C:12](=[O:13])[C:11]2[N:10]([CH2:14][C:15]([NH:27][C:28]3[CH:33]=[CH:32][C:31]([CH:21]([CH3:23])[CH3:22])=[CH:30][CH:29]=3)=[O:17])[CH:9]=[N:8][C:7]=2[N:5]([CH3:6])[C:3]1=[O:4]. The yield is 0.410. (2) The reactants are [Br:1][C:2]1[CH:3]=[C:4]([OH:11])[C:5](=[CH:9][CH:10]=1)[C:6]([OH:8])=[O:7].S(=O)(=O)(O)O.[CH3:17]O. No catalyst specified. The product is [Br:1][C:2]1[CH:3]=[C:4]([OH:11])[C:5](=[CH:9][CH:10]=1)[C:6]([O:8][CH3:17])=[O:7]. The yield is 0.520. (3) The reactants are C[O:2][C:3]([C:5]1[CH:10]=[CH:9][C:8]([C:11]2[CH:16]=[C:15]([Cl:17])[C:14]([CH2:18][C@@H:19]3[CH2:23][CH2:22][N:21]([CH:24]4[CH2:29][CH2:28][C:27]([F:31])([F:30])[CH2:26][CH2:25]4)[C:20]3=[O:32])=[C:13]([Cl:33])[CH:12]=2)=[CH:7][CH:6]=1)=[O:4].[Li+].[OH-]. The catalyst is C1COCC1.O. The product is [Cl:33][C:13]1[CH:12]=[C:11]([C:8]2[CH:7]=[CH:6][C:5]([C:3]([OH:4])=[O:2])=[CH:10][CH:9]=2)[CH:16]=[C:15]([Cl:17])[C:14]=1[CH2:18][C@@H:19]1[CH2:23][CH2:22][N:21]([CH:24]2[CH2:25][CH2:26][C:27]([F:31])([F:30])[CH2:28][CH2:29]2)[C:20]1=[O:32]. The yield is 1.00. (4) The catalyst is CC1C=CC=CC=1[P](C1C=CC=CC=1C)([Pd](Cl)(Cl)[P](C1=C(C)C=CC=C1)(C1C=CC=CC=1C)C1C=CC=CC=1C)C1C=CC=CC=1C. The reactants are Br[C:2]1[CH:7]=[CH:6][C:5]([Cl:8])=[CH:4][C:3]=1[CH3:9].[CH3:10][O:11][C:12]1[CH:17]=[CH:16][CH:15]=[CH:14][C:13]=1B(O)O.C(=O)([O-])[O-].[K+].[K+]. The yield is 0.890. The product is [CH3:10][O:11][C:12]1[C:13]([C:2]2[CH:7]=[CH:6][C:5]([Cl:8])=[CH:4][C:3]=2[CH3:9])=[CH:14][CH:15]=[CH:16][CH:17]=1. (5) The reactants are S(Cl)([Cl:3])=O.[C:5]([O:8][C:9]1[CH:10]=[C:11]([CH:15]=[CH:16][CH:17]=1)[C:12](O)=[O:13])(=[O:7])[CH3:6]. No catalyst specified. The product is [C:5]([O:8][C:9]1[CH:17]=[CH:16][CH:15]=[C:11]([C:12]([Cl:3])=[O:13])[CH:10]=1)(=[O:7])[CH3:6]. The yield is 0.990. (6) The yield is 0.960. The reactants are [NH2:1][C:2]1[C:11]([O:12][CH3:13])=[N:10][C:9]2[C:4](=[CH:5][CH:6]=[C:7]([Cl:14])[CH:8]=2)[N:3]=1.Cl[C:16]([O:18][CH2:19][CH3:20])=[O:17].N1C=CC=CC=1. The product is [Cl:14][C:7]1[CH:8]=[C:9]2[C:4](=[CH:5][CH:6]=1)[N:3]=[C:2]([NH:1][C:16](=[O:17])[O:18][CH2:19][CH3:20])[C:11]([O:12][CH3:13])=[N:10]2. The catalyst is ClCCl.